Predict the reaction yield, written as a fraction of the theoretical maximum amount of product (1.0 means a 100% yield; for example, 0.34 means a 34% yield). From a dataset of Reaction yield outcomes from USPTO patents with 853,638 reactions. (1) The reactants are [O:1]1[CH:5]=[CH:4][CH:3]=[C:2]1[CH:6]=O.[O:8]=[C:9]([CH:11](P(=O)(OCC)OCC)[CH2:12][CH2:13][CH2:14][CH2:15][CH3:16])[CH3:10]. No catalyst specified. The product is [O:1]1[CH:5]=[CH:4][CH:3]=[C:2]1/[CH:6]=[C:11](\[CH2:12][CH2:13][CH2:14][CH2:15][CH3:16])/[C:9](=[O:8])[CH3:10]. The yield is 0.550. (2) The reactants are CS(O[C@@H:6]1[C@@H:11]([CH3:12])[CH2:10][C@@H:9]([C:13]2[CH:18]=[CH:17][N:16]=[CH:15][C:14]=2[NH:19][C:20]([O:22][C:23]([CH3:26])([CH3:25])[CH3:24])=[O:21])[CH2:8][C@H:7]1[NH:27][C:28]([O:30][C:31]([CH3:34])([CH3:33])[CH3:32])=[O:29])(=O)=O.[C:35]([O-:38])(=[S:37])[CH3:36].[K+]. The catalyst is CN(C=O)C. The product is [C:35](=[O:38])([S:37][C@H:6]1[C@@H:11]([CH3:12])[CH2:10][C@@H:9]([C:13]2[CH:18]=[CH:17][N:16]=[CH:15][C:14]=2[NH:19][C:20]([O:22][C:23]([CH3:24])([CH3:25])[CH3:26])=[O:21])[CH2:8][C@H:7]1[NH:27][C:28]([O:30][C:31]([CH3:32])([CH3:34])[CH3:33])=[O:29])[CH3:36]. The yield is 0.870. (3) The reactants are Cl[C:2]1[CH:7]=[CH:6][C:5]([Cl:8])=[CH:4][C:3]=1[N+:9]([O-:11])=[O:10].[NH:12]1[CH2:17][CH2:16][CH:15]([CH2:18][CH2:19][N:20]2[CH2:25][CH2:24][CH2:23][CH2:22][CH2:21]2)[CH2:14][CH2:13]1. The catalyst is C(#N)C. The product is [Cl:8][C:5]1[CH:6]=[CH:7][C:2]([N:12]2[CH2:13][CH2:14][CH:15]([CH2:18][CH2:19][N:20]3[CH2:25][CH2:24][CH2:23][CH2:22][CH2:21]3)[CH2:16][CH2:17]2)=[C:3]([N+:9]([O-:11])=[O:10])[CH:4]=1. The yield is 0.900.